Dataset: Catalyst prediction with 721,799 reactions and 888 catalyst types from USPTO. Task: Predict which catalyst facilitates the given reaction. (1) Reactant: C(OC([N:8]1[CH2:13][CH2:12][CH:11]([N:14]2[C:18]3[CH:19]=[CH:20][CH:21]=[CH:22][C:17]=3[N:16]=[C:15]2[C:23]2[C:27]([NH2:28])=[N:26][O:25][N:24]=2)[CH2:10][CH2:9]1)=O)(C)(C)C.ClCCl. Product: [NH:8]1[CH2:9][CH2:10][CH:11]([N:14]2[C:18]3[CH:19]=[CH:20][CH:21]=[CH:22][C:17]=3[N:16]=[C:15]2[C:23]2[C:27]([NH2:28])=[N:26][O:25][N:24]=2)[CH2:12][CH2:13]1. The catalyst class is: 55. (2) Reactant: [NH2:1][C:2]1[CH:7]=[CH:6][CH:5]=[C:4]([CH3:8])[N:3]=1.Br[C:10]1[CH:15]=[CH:14][CH:13]=[CH:12][N:11]=1.CC(C)([O-])C.[Na+]. Product: [CH3:8][C:4]1[N:3]=[C:2]([NH:1][C:10]2[CH:15]=[CH:14][CH:13]=[CH:12][N:11]=2)[CH:7]=[CH:6][CH:5]=1. The catalyst class is: 11. (3) Reactant: Cl[C:2]1[N:7]=[N:6][C:5]([N:8]2[CH2:13][CH2:12][N:11]([C:14]([O:16][C:17]([CH3:20])([CH3:19])[CH3:18])=[O:15])[CH2:10][CH2:9]2)=[CH:4][CH:3]=1.[NH2:21][C:22]1[N:23]=[CH:24][C:25]2[C:30]3[CH:31]=[CH:32][NH:33][C:34](=[O:35])[C:29]=3[N:28]([CH:36]3[CH2:40][CH2:39][CH2:38][CH2:37]3)[C:26]=2[N:27]=1.CC1(C)C2C(=C(P(C3C=CC=CC=3)C3C=CC=CC=3)C=CC=2)OC2C(P(C3C=CC=CC=3)C3C=CC=CC=3)=CC=CC1=2.CC(C)([O-])C.[Na+]. Product: [CH:36]1([N:28]2[C:26]3[N:27]=[C:22]([NH:21][C:2]4[N:7]=[N:6][C:5]([N:8]5[CH2:13][CH2:12][N:11]([C:14]([O:16][C:17]([CH3:20])([CH3:19])[CH3:18])=[O:15])[CH2:10][CH2:9]5)=[CH:4][CH:3]=4)[N:23]=[CH:24][C:25]=3[C:30]3[CH:31]=[CH:32][NH:33][C:34](=[O:35])[C:29]2=3)[CH2:37][CH2:38][CH2:39][CH2:40]1. The catalyst class is: 62. (4) Reactant: [N+:1]([C:4]1[CH:11]=[CH:10][C:7]([CH:8]=O)=[CH:6][CH:5]=1)([O-:3])=[O:2].[N:12]1[CH:17]=[CH:16][CH:15]=[CH:14][C:13]=1[N:18]1[CH2:23][CH2:22][N:21]([C:24]2[N:25]=[CH:26][C:27]3[NH:32][C:31](=[O:33])[CH2:30][S:29][C:28]=3[N:34]=2)[CH2:20][CH2:19]1.C(N(CC)CC)C. Product: [N+:1]([C:4]1[CH:11]=[CH:10][C:7](/[CH:8]=[C:30]2\[C:31](=[O:33])[NH:32][C:27]3[CH:26]=[N:25][C:24]([N:21]4[CH2:22][CH2:23][N:18]([C:13]5[CH:14]=[CH:15][CH:16]=[CH:17][N:12]=5)[CH2:19][CH2:20]4)=[N:34][C:28]=3[S:29]\2)=[CH:6][CH:5]=1)([O-:3])=[O:2]. The catalyst class is: 152. (5) Reactant: [CH3:1][O:2][C:3]1[CH:4]=[C:5]2[C:10](=[CH:11][C:12]=1[O:13][CH3:14])[N:9]=[CH:8][N:7]=[C:6]2[O:15][C:16]1[CH:22]=[CH:21][C:19]([NH2:20])=[CH:18][CH:17]=1.C(O)C.[CH3:26][C:27]1[CH:32]=[CH:31][CH:30]=[CH:29][C:28]=1[C:33]([N:35]=[C:36]=[S:37])=[O:34]. Product: [CH3:1][O:2][C:3]1[CH:4]=[C:5]2[C:10](=[CH:11][C:12]=1[O:13][CH3:14])[N:9]=[CH:8][N:7]=[C:6]2[O:15][C:16]1[CH:22]=[CH:21][C:19]([NH:20][C:36]([NH:35][C:33](=[O:34])[C:28]2[CH:29]=[CH:30][CH:31]=[CH:32][C:27]=2[CH3:26])=[S:37])=[CH:18][CH:17]=1. The catalyst class is: 11. (6) Reactant: [CH3:1][S:2](Cl)(=[O:4])=[O:3].[Br:6][C:7]1[CH:8]=[C:9]([CH:14]2[CH2:19][CH:18]([OH:20])[CH2:17][CH2:16][O:15]2)[CH:10]=[CH:11][C:12]=1[F:13].CCN(C(C)C)C(C)C. Product: [Br:6][C:7]1[CH:8]=[C:9]([CH:14]2[CH2:19][CH:18]([O:20][S:2]([CH3:1])(=[O:4])=[O:3])[CH2:17][CH2:16][O:15]2)[CH:10]=[CH:11][C:12]=1[F:13]. The catalyst class is: 2. (7) Product: [Cl:1][C:2]1[CH:3]=[C:4]2[C:8](=[CH:9][CH:10]=1)[NH:7][CH:6]=[C:5]2[CH2:11][CH2:12][NH:13][C:14](=[O:23])[C:15]1[CH:20]=[CH:19][CH:18]=[C:17]([CH2:21][N:24]2[CH2:29][CH2:28][NH:27][CH2:26][CH2:25]2)[CH:16]=1. The catalyst class is: 1. Reactant: [Cl:1][C:2]1[CH:3]=[C:4]2[C:8](=[CH:9][CH:10]=1)[NH:7][CH:6]=[C:5]2[CH2:11][CH2:12][NH:13][C:14](=[O:23])[C:15]1[CH:20]=[CH:19][CH:18]=[C:17]([CH2:21]Cl)[CH:16]=1.[NH:24]1[CH2:29][CH2:28][NH:27][CH2:26][CH2:25]1.